Dataset: Catalyst prediction with 721,799 reactions and 888 catalyst types from USPTO. Task: Predict which catalyst facilitates the given reaction. (1) Reactant: [NH:1]1[CH:5]=[N:4][CH:3]=[N:2]1.C(=O)([O-])[O-].[K+].[K+].CN(C=O)C.[N+:17]([C:20]1[CH:27]=[CH:26][C:23]([CH2:24]Br)=[CH:22][CH:21]=1)([O-:19])=[O:18]. Product: [N+:17]([C:20]1[CH:27]=[CH:26][C:23]([CH2:24][N:1]2[CH:5]=[N:4][CH:3]=[N:2]2)=[CH:22][CH:21]=1)([O-:19])=[O:18]. The catalyst class is: 6. (2) Reactant: C(OC([N:8]([C:16]1[C:21]([C:22]2[O:26][N:25]=[C:24]([C:27]3[CH:32]=[CH:31][CH:30]=[C:29]([CH2:33][Cl:34])[CH:28]=3)[CH:23]=2)=[N:20][C:19]([C:35]2[CH:40]=[CH:39][C:38](=[O:41])[N:37]([CH:42]([CH3:44])[CH3:43])[CH:36]=2)=[CH:18][N:17]=1)C(=O)OC(C)(C)C)=O)(C)(C)C.Cl. Product: [NH2:8][C:16]1[N:17]=[CH:18][C:19]([C:35]2[CH:40]=[CH:39][C:38](=[O:41])[N:37]([CH:42]([CH3:43])[CH3:44])[CH:36]=2)=[N:20][C:21]=1[C:22]1[O:26][N:25]=[C:24]([C:27]2[CH:32]=[CH:31][CH:30]=[C:29]([CH2:33][Cl:34])[CH:28]=2)[CH:23]=1. The catalyst class is: 2. (3) Reactant: [CH2:1]([C:3]([C:22]1[CH:27]=[CH:26][C:25]([O:28]C(=O)C(C)(C)C)=[C:24]([CH3:35])[CH:23]=1)([C:6]1[CH:11]=[CH:10][C:9]([CH:12]([CH3:20])[CH2:13][C:14]([CH2:18][CH3:19])([OH:17])[CH2:15][CH3:16])=[C:8]([CH3:21])[CH:7]=1)[CH2:4][CH3:5])[CH3:2].[OH-].[K+].[NH4+].[Cl-]. Product: [CH2:1]([C:3]([C:22]1[CH:27]=[CH:26][C:25]([OH:28])=[C:24]([CH3:35])[CH:23]=1)([C:6]1[CH:11]=[CH:10][C:9]([CH:12]([CH3:20])[CH2:13][C:14]([CH2:15][CH3:16])([OH:17])[CH2:18][CH3:19])=[C:8]([CH3:21])[CH:7]=1)[CH2:4][CH3:5])[CH3:2]. The catalyst class is: 5. (4) Reactant: O=[C:2]1[CH2:6][CH2:5][O:4][CH2:3]1.[C:7]([O:11][C:12]([CH3:15])([CH3:14])[CH3:13])(=[O:10])[NH:8][NH2:9]. Product: [O:4]1[CH2:5][CH2:6][C:2](=[N:9][NH:8][C:7]([O:11][C:12]([CH3:15])([CH3:14])[CH3:13])=[O:10])[CH2:3]1. The catalyst class is: 5. (5) Reactant: [NH2:1][C:2]1[CH:3]=[C:4]([C:8]2[C:9]([CH3:16])([CH3:15])[CH2:10][C:11](=[O:14])[NH:12][N:13]=2)[CH:5]=[CH:6][CH:7]=1.[Br:17][C:18]1[CH:19]=[C:20]([N:24]=[C:25]=[O:26])[CH:21]=[CH:22][CH:23]=1. Product: [Br:17][C:18]1[CH:19]=[C:20]([NH:24][C:25]([NH:1][C:2]2[CH:7]=[CH:6][CH:5]=[C:4]([C:8]3[C:9]([CH3:16])([CH3:15])[CH2:10][C:11](=[O:14])[NH:12][N:13]=3)[CH:3]=2)=[O:26])[CH:21]=[CH:22][CH:23]=1. The catalyst class is: 1. (6) Reactant: [CH3:1][S:2]([C:5]1[N:10]=[CH:9][C:8]([NH:11][C:12]2[C:17]([C:18](=[O:20])[CH3:19])=[C:16]([O:21][CH:22]3[CH2:27][CH2:26][NH:25][CH2:24][CH2:23]3)[N:15]=[CH:14][N:13]=2)=[CH:7][CH:6]=1)(=[O:4])=[O:3].[CH2:28]([O:32][C:33](Cl)=[O:34])[CH:29]([CH3:31])[CH3:30].C(N(CC)CC)C. Product: [CH2:28]([O:32][C:33]([N:25]1[CH2:26][CH2:27][CH:22]([O:21][C:16]2[C:17]([C:18](=[O:20])[CH3:19])=[C:12]([NH:11][C:8]3[CH:9]=[N:10][C:5]([S:2]([CH3:1])(=[O:3])=[O:4])=[CH:6][CH:7]=3)[N:13]=[CH:14][N:15]=2)[CH2:23][CH2:24]1)=[O:34])[CH:29]([CH3:31])[CH3:30]. The catalyst class is: 3. (7) Reactant: [Cl:1][C:2]1[N:7]=[CH:6][C:5]([O:8][C:9]([CH3:13])([CH3:12])[CH:10]=O)=[CH:4][CH:3]=1.C(O[BH-](OC(=O)C)OC(=O)C)(=O)C.[Na+].C(O)(=O)C.[CH3:32][NH:33][CH3:34].C(=O)(O)[O-].[Na+]. Product: [Cl:1][C:2]1[N:7]=[CH:6][C:5]([O:8][C:9]([CH3:13])([CH3:12])[CH2:10][N:33]([CH3:34])[CH3:32])=[CH:4][CH:3]=1. The catalyst class is: 4. (8) Reactant: C([O:3][C:4]([C:6]1([NH:15][C:16]([C:18]2[C:19]([N:24]([CH:26]([CH3:28])[CH3:27])[CH3:25])=[N:20][CH:21]=[CH:22][CH:23]=2)=[O:17])[CH2:14][C:13]2[C:8](=[CH:9][CH:10]=[CH:11][CH:12]=2)[CH2:7]1)=[O:5])C.O1CCOCC1.CO. The catalyst class is: 6. Product: [CH:26]([N:24]([CH3:25])[C:19]1[C:18]([C:16]([NH:15][C:6]2([C:4]([OH:5])=[O:3])[CH2:14][C:13]3[C:8](=[CH:9][CH:10]=[CH:11][CH:12]=3)[CH2:7]2)=[O:17])=[CH:23][CH:22]=[CH:21][N:20]=1)([CH3:28])[CH3:27]. (9) Product: [CH3:20][O:19][CH2:17][C:16]1[CH:21]=[C:12]([CH:13]=[CH:14][C:15]=1[CH3:22])[NH2:11]. Reactant: NC1C=CC(C)=C(CO)C=1.[NH2:11][C:12]1[CH:13]=[CH:14][C:15]([CH3:22])=[C:16]([CH:21]=1)[C:17]([O:19][CH3:20])=O.[H-].[Al+3].[Li+].[H-].[H-].[H-].O.O.O.O.O.O.O.O.O.O.S([O-])([O-])(=O)=O.[Na+].[Na+]. The catalyst class is: 1. (10) Reactant: [OH:1][CH2:2][C:3]([NH:6][C:7]([C:9]1[C:17]2[C:12](=[N:13][CH:14]=[C:15]([NH:18][C:19]3[CH:24]=[CH:23][C:22]([CH3:25])=[CH:21][N:20]=3)[N:16]=2)[N:11](COCC[Si](C)(C)C)[CH:10]=1)=[O:8])([CH3:5])[CH3:4].FC(F)(F)C(O)=O.CCOCC. Product: [OH:1][CH2:2][C:3]([NH:6][C:7]([C:9]1[C:17]2[C:12](=[N:13][CH:14]=[C:15]([NH:18][C:19]3[CH:24]=[CH:23][C:22]([CH3:25])=[CH:21][N:20]=3)[N:16]=2)[NH:11][CH:10]=1)=[O:8])([CH3:4])[CH3:5]. The catalyst class is: 4.